Dataset: Reaction yield outcomes from USPTO patents with 853,638 reactions. Task: Predict the reaction yield, written as a fraction of the theoretical maximum amount of product (1.0 means a 100% yield; for example, 0.34 means a 34% yield). The reactants are [S:1]1[C:5]2[CH:6]=[CH:7][CH:8]=[CH:9][C:4]=2[C:3]([N:10]2[CH2:15][CH2:14][N:13]([CH2:16][CH2:17][C:18]3[CH:19]=[C:20]4[C:24](=[CH:25][CH:26]=3)[C:23]([CH3:28])([CH3:27])[CH:22]([NH:29][CH2:30][CH3:31])[CH2:21]4)[CH2:12][CH2:11]2)=[N:2]1.C(O[C:36](=[O:38])[CH3:37])(=O)C.C(N(CC)CC)C. The catalyst is C(Cl)Cl. The product is [S:1]1[C:5]2[CH:6]=[CH:7][CH:8]=[CH:9][C:4]=2[C:3]([N:10]2[CH2:15][CH2:14][N:13]([CH2:16][CH2:17][C:18]3[CH:19]=[C:20]4[C:24](=[CH:25][CH:26]=3)[C:23]([CH3:28])([CH3:27])[CH:22]([N:29]([CH2:30][CH3:31])[C:36](=[O:38])[CH3:37])[CH2:21]4)[CH2:12][CH2:11]2)=[N:2]1. The yield is 0.920.